This data is from Reaction yield outcomes from USPTO patents with 853,638 reactions. The task is: Predict the reaction yield, written as a fraction of the theoretical maximum amount of product (1.0 means a 100% yield; for example, 0.34 means a 34% yield). (1) The reactants are CC12CC3(C)OC(C)(CC(C)(O3)O1)P2C1C=CC=CC=1.[CH:21]([C:24]1[CH:29]=[C:28]([CH:30]([CH3:32])[CH3:31])[CH:27]=[C:26]([CH:33]([CH3:35])[CH3:34])[C:25]=1B(O)O)([CH3:23])[CH3:22].P([O-])([O-])([O-])=O.[K+].[K+].[K+].[Br:47][C:48]1[CH:53]=[C:52]([O:54][CH3:55])[C:51]([O:56][CH3:57])=[CH:50][C:49]=1Br. The catalyst is O.C1C=CC(/C=C/C(/C=C/C2C=CC=CC=2)=O)=CC=1.C1C=CC(/C=C/C(/C=C/C2C=CC=CC=2)=O)=CC=1.C1C=CC(/C=C/C(/C=C/C2C=CC=CC=2)=O)=CC=1.[Pd].[Pd]. The product is [Br:47][C:48]1[CH:53]=[C:52]([O:54][CH3:55])[C:51]([O:56][CH3:57])=[CH:50][C:49]=1[C:25]1[C:24]([CH:21]([CH3:23])[CH3:22])=[CH:29][C:28]([CH:30]([CH3:32])[CH3:31])=[CH:27][C:26]=1[CH:33]([CH3:35])[CH3:34]. The yield is 0.320. (2) The reactants are [F:1][C:2]([F:25])([F:24])[C:3]1[N:8]2[CH:9]=[N:10][C:11]([C:12]#[N:13])=[C:7]2[N:6]=[C:5]([C:14]2[CH:19]=[CH:18][C:17]([C:20]([F:23])([F:22])[F:21])=[CH:16][CH:15]=2)[CH:4]=1.Cl.[NH2:27][OH:28].C(=O)([O-])[O-].[K+].[K+]. The catalyst is C(O)C. The product is [OH:28][NH:27][C:12]([C:11]1[N:10]=[CH:9][N:8]2[C:3]([C:2]([F:24])([F:1])[F:25])=[CH:4][C:5]([C:14]3[CH:15]=[CH:16][C:17]([C:20]([F:23])([F:21])[F:22])=[CH:18][CH:19]=3)=[N:6][C:7]=12)=[NH:13]. The yield is 0.200. (3) The reactants are [OH-:1].[Li+].[CH3:3][C:4]([CH3:22])=[CH:5][C@@H:6]1[CH2:10][N:9]([C:11]([O:13][CH2:14][C:15]2[CH:20]=[CH:19][CH:18]=[CH:17][CH:16]=2)=[O:12])[C:8](=[O:21])[CH2:7]1. The catalyst is O1CCCC1. The product is [CH2:14]([O:13][C:11]([NH:9][CH2:10][C@@H:6]([CH:5]=[C:4]([CH3:22])[CH3:3])[CH2:7][C:8]([OH:1])=[O:21])=[O:12])[C:15]1[CH:20]=[CH:19][CH:18]=[CH:17][CH:16]=1. The yield is 1.00. (4) The reactants are [Cl:1][C:2]1[CH:3]=[C:4]([NH:8][C@@H:9]([CH3:12])[CH2:10][OH:11])[CH:5]=[CH:6][CH:7]=1.N1C=CN=C1.[C:18]([Si:22](Cl)([CH3:24])[CH3:23])([CH3:21])([CH3:20])[CH3:19].O. The catalyst is CN(C)C=O. The product is [Si:22]([O:11][CH2:10][C@@H:9]([NH:8][C:4]1[CH:5]=[CH:6][CH:7]=[C:2]([Cl:1])[CH:3]=1)[CH3:12])([C:18]([CH3:21])([CH3:20])[CH3:19])([CH3:24])[CH3:23]. The yield is 0.650.